Task: Predict the product of the given reaction.. Dataset: Forward reaction prediction with 1.9M reactions from USPTO patents (1976-2016) (1) The product is: [F:21][C:7]1[N:8]=[CH:9][NH:10][C:11]=1[C:12]([O:14][CH2:15][CH3:16])=[O:13]. Given the reactants N([O-])=O.[Na+].O.N[C:7]1[N:8]=[CH:9][NH:10][C:11]=1[C:12]([O:14][CH2:15][CH3:16])=[O:13].[OH-].[Na+].[H+].[B-](F)(F)(F)[F:21], predict the reaction product. (2) Given the reactants [NH2:1][CH2:2][CH2:3][CH2:4][N:5]1[C:14]2[C:9](=[N:10][CH:11]=[C:12]([CH2:15][C:16]3[CH:21]=[CH:20][C:19]([F:22])=[CH:18][CH:17]=3)[CH:13]=2)[C:8]([OH:23])=[C:7]([C:24]([NH:26][CH2:27][CH2:28][O:29][CH2:30][CH3:31])=[O:25])[C:6]1=[O:32].[CH3:33][S:34](Cl)(=[O:36])=[O:35], predict the reaction product. The product is: [CH2:30]([O:29][CH2:28][CH2:27][NH:26][C:24]([C:7]1[C:6](=[O:32])[N:5]([CH2:4][CH2:3][CH2:2][NH:1][S:34]([CH3:33])(=[O:36])=[O:35])[C:14]2[C:9]([C:8]=1[OH:23])=[N:10][CH:11]=[C:12]([CH2:15][C:16]1[CH:17]=[CH:18][C:19]([F:22])=[CH:20][CH:21]=1)[CH:13]=2)=[O:25])[CH3:31]. (3) Given the reactants [CH3:1][CH:2]([CH2:11][CH2:12][CH:13]=[C:14]([CH3:16])[CH3:15])[CH2:3][CH2:4]CC(=O)C([O-])=O.[CH3:17][CH:18]([CH2:34][CH3:35])[C:19](=[O:33])[C:20]([O:22]CCC(C)CCC=C(C)C)=[O:21].C(C1C=CC(C(=O)C(OCCC(C)CCC=C(C)C)=O)=CC=1)(=O)C.O=C(C1C=CC=CC=1)C(OCCC(C)CCC=C(C)C)=O.CC(CCC=C(C)C)CCC(C)C(=O)C([O-])=O.C1(C(=O)C(OC/C=C(\C)/CCC=C(C)C)=O)CCCCC1.C1(C(=O)C(OCCC(C)CCC=C(C)C)=O)CCCCC1.O=C(CCC)C(OCCC(C)CCC=C(C)C)=O.C1(C(=O)C(OCC2C=CC(OC)=CC=2)=O)CCCCC1, predict the reaction product. The product is: [CH3:17][CH:18]([CH2:34][CH3:35])[C:19](=[O:33])[C:20]([O:22][CH2:4]/[CH:3]=[C:2](\[CH3:1])/[CH2:11][CH2:12][CH:13]=[C:14]([CH3:15])[CH3:16])=[O:21]. (4) The product is: [C:1]([O:5][C:6]([NH:8][C@@H:9]([CH2:14][C:15]1[CH:16]=[CH:17][CH:18]=[CH:19][CH:20]=1)[C@@H:10]([OH:13])[CH2:11][O:12][S:29]([CH3:28])(=[O:31])=[O:30])=[O:7])([CH3:4])([CH3:2])[CH3:3]. Given the reactants [C:1]([O:5][C:6]([NH:8][C@@H:9]([CH2:14][C:15]1[CH:20]=[CH:19][CH:18]=[CH:17][CH:16]=1)[C@@H:10]([OH:13])[CH2:11][OH:12])=[O:7])([CH3:4])([CH3:3])[CH3:2].C(OC(C)C)(C)C.[CH3:28][S:29](Cl)(=[O:31])=[O:30].C(N(CC)CC)C, predict the reaction product. (5) Given the reactants [CH3:1][O:2][C:3]([C:5]1[S:9][C:8]2[CH:10]=[C:11]([C:14]([O:16][CH2:17][CH:18]=[CH2:19])=[O:15])[CH:12]=[CH:13][C:7]=2[C:6]=1[S:20][CH2:21][C:22]([O:24][CH3:25])=[O:23])=[O:4].[CH2:26]1[CH2:36][CH2:35][N:34]2[C:29](=NCCC2)[CH2:28][CH2:27]1.Br[CH2:38][C:39]([O:41][CH2:42][CH3:43])=[O:40].C([O-])([O-])=O.[K+].[K+].[NH4+].[Cl-], predict the reaction product. The product is: [C:39]([CH2:1][O:2][C:3]1[C:5]2[S:9][C:8]3[CH:10]=[C:11]([NH:34][CH:29]4[CH2:28][CH2:27][CH2:26][CH2:36][CH2:35]4)[CH:12]=[CH:13][C:7]=3[C:6]=2[S:20][C:21]=1[C:22]([OH:24])=[O:23])([OH:41])=[O:40].[CH3:25][O:24][C:22]([C:21]1[S:20][C:6]2[C:7]3[CH:13]=[CH:12][C:11]([C:14]([O:16][CH2:17][CH:18]=[CH2:19])=[O:15])=[CH:10][C:8]=3[S:9][C:5]=2[C:3]=1[O:4][CH2:38][C:39]([O:41][CH2:42][CH3:43])=[O:40])=[O:23]. (6) Given the reactants CCN=C=NCCCN(C)C.Cl.[NH2:13][C@H:14]([C:19]([OH:21])=[O:20])[CH2:15][CH:16]([CH3:18])[CH3:17].[CH:22]1[N:30]([C@@H:31]2[O:35][C@H:34]([CH2:36][OH:37])[C@@H:33]([OH:38])[C@H:32]2[OH:39])[C:29]2[C:24](=[C:25]([NH2:40])[N:26]=[CH:27][N:28]=2)[C:23]=1[C:41]#[N:42].C(O)(C(F)(F)F)=O.CN1CCOCC1.C1C=CC2N(O)N=NC=2C=1, predict the reaction product. The product is: [NH2:13][C@H:14]([C:19]([OH:21])=[O:20])[CH2:15][CH:16]([CH3:18])[CH3:17].[CH:22]1[N:30]([C@@H:31]2[O:35][C@H:34]([CH2:36][OH:37])[C@@H:33]([OH:38])[C@H:32]2[OH:39])[C:29]2[C:24](=[C:25]([NH2:40])[N:26]=[CH:27][N:28]=2)[C:23]=1[C:41]#[N:42]. (7) The product is: [C:1]([O:5][C:6](=[O:7])[NH:8][C:9]([C:10](=[O:12])[NH:35][C:32]1[CH:33]=[CH:34][C:29]([C:24]2[CH:25]=[CH:26][CH:27]=[CH:28][C:23]=2[S:20](=[O:22])(=[O:21])[NH:19][C:15]([CH3:16])([CH3:17])[CH3:18])=[CH:30][C:31]=1[F:36])([CH3:14])[CH3:13])([CH3:2])([CH3:3])[CH3:4]. Given the reactants [C:1]([O:5][C:6]([NH:8][C:9]([CH3:14])([CH3:13])[C:10]([OH:12])=O)=[O:7])([CH3:4])([CH3:3])[CH3:2].[C:15]([NH:19][S:20]([C:23]1[C:24]([C:29]2[CH:34]=[CH:33][C:32]([NH2:35])=[C:31]([F:36])[CH:30]=2)=[CH:25][CH:26]=[CH:27][CH:28]=1)(=[O:22])=[O:21])([CH3:18])([CH3:17])[CH3:16].CCOC1N(C(OCC)=O)C2C(=CC=CC=2)C=C1.C(N(CC)CC)C, predict the reaction product. (8) The product is: [CH3:17][O:16][C:12]1[CH:11]=[C:9]([NH:10][C:3]([NH2:2])=[S:4])[CH:8]=[C:7]([O:6][CH3:5])[C:13]=1[O:14][CH3:15]. Given the reactants [NH4+].[N:2]#[C:3][S-:4].[CH3:5][O:6][C:7]1[CH:8]=[C:9]([CH:11]=[C:12]([O:16][CH3:17])[C:13]=1[O:14][CH3:15])[NH2:10], predict the reaction product. (9) Given the reactants Br[C:2]1[CH:3]=[CH:4][C:5]([CH3:33])=[C:6]([CH:32]=1)[CH2:7][N:8]1[C:16]2[C:11](=[CH:12][CH:13]=[CH:14][CH:15]=2)[C:10]([C:17]2[CH:22]=[CH:21][C:20]([C:23]([CH3:26])([CH3:25])[CH3:24])=[CH:19][CH:18]=2)=[C:9]1[C:27]([O:29]CC)=[O:28].[CH3:34][S:35][C:36]1[CH:37]=[C:38](B(O)O)[CH:39]=[CH:40][CH:41]=1.C([O-])([O-])=O.[Na+].[Na+].[OH-].[Na+], predict the reaction product. The product is: [CH3:26][C:23]([C:20]1[CH:21]=[CH:22][C:17]([C:10]2[C:11]3[C:16](=[CH:15][CH:14]=[CH:13][CH:12]=3)[N:8]([CH2:7][C:6]3[CH:32]=[C:2]([C:38]4[CH:39]=[CH:40][CH:41]=[C:36]([S:35][CH3:34])[CH:37]=4)[CH:3]=[CH:4][C:5]=3[CH3:33])[C:9]=2[C:27]([OH:29])=[O:28])=[CH:18][CH:19]=1)([CH3:24])[CH3:25]. (10) Given the reactants Cl.[C:2]([C:4]1[C:9]([C:10]2[CH:15]=[CH:14][CH:13]=[CH:12][C:11]=2[CH3:16])=[CH:8][C:7]([CH:17]([C:30]2[N:34]([CH3:35])[CH:33]=[N:32][CH:31]=2)[O:18][CH2:19][C:20]2[CH:29]=[CH:28][C:23]([C:24]([O:26]C)=[O:25])=[CH:22][CH:21]=2)=[CH:6][CH:5]=1)#[N:3].[Li+].[OH-].[Cl-].[NH4+], predict the reaction product. The product is: [C:2]([C:4]1[C:9]([C:10]2[CH:15]=[CH:14][CH:13]=[CH:12][C:11]=2[CH3:16])=[CH:8][C:7]([CH:17]([C:30]2[N:34]([CH3:35])[CH:33]=[N:32][CH:31]=2)[O:18][CH2:19][C:20]2[CH:21]=[CH:22][C:23]([C:24]([OH:26])=[O:25])=[CH:28][CH:29]=2)=[CH:6][CH:5]=1)#[N:3].